Dataset: Forward reaction prediction with 1.9M reactions from USPTO patents (1976-2016). Task: Predict the product of the given reaction. (1) Given the reactants [C:1]([OH:12])(=O)/[CH:2]=[CH:3]/[CH2:4][CH2:5][CH2:6][CH2:7][CH2:8][CH2:9][CH3:10].[NH:13]1[CH2:23][CH2:22][CH:16]([C:17]([O:19][CH2:20][CH3:21])=[O:18])[CH2:15][CH2:14]1, predict the reaction product. The product is: [CH2:20]([O:19][C:17]([CH:16]1[CH2:22][CH2:23][N:13]([C:1](=[O:12])/[CH:2]=[CH:3]/[CH2:4][CH2:5][CH2:6][CH2:7][CH2:8][CH2:9][CH3:10])[CH2:14][CH2:15]1)=[O:18])[CH3:21]. (2) Given the reactants Br[C:2]1[CH:3]=[CH:4][C:5]([N:8]2[CH2:14][CH2:13][CH2:12][N:11]([C:15]3[CH:20]=[CH:19][C:18](Br)=[CH:17][N:16]=3)[CH2:10][CH2:9]2)=[N:6][CH:7]=1.[C:22]1(B(O)O)[CH:27]=[CH:26][CH:25]=[CH:24][CH:23]=1.C(=O)([O-])[O-].[K+].[K+], predict the reaction product. The product is: [C:22]1([C:2]2[CH:3]=[CH:4][C:5]([N:8]3[CH2:14][CH2:13][CH2:12][N:11]([C:15]4[CH:20]=[CH:19][C:18]([C:22]5[CH:27]=[CH:26][CH:25]=[CH:24][CH:23]=5)=[CH:17][N:16]=4)[CH2:10][CH2:9]3)=[N:6][CH:7]=2)[CH:27]=[CH:26][CH:25]=[CH:24][CH:23]=1. (3) Given the reactants [F:1][C:2]1[CH:7]=[CH:6][C:5]([C:8]2[N:12]([C:13]3[CH:18]=[CH:17][CH:16]=[CH:15][CH:14]=3)[N:11]=[CH:10][C:9]=2[C:19]2[S:20][CH:21]=[C:22]([CH2:24][C:25]([O:27]CC)=[O:26])[N:23]=2)=[CH:4][CH:3]=1.[OH-].[Na+].Cl, predict the reaction product. The product is: [F:1][C:2]1[CH:3]=[CH:4][C:5]([C:8]2[N:12]([C:13]3[CH:14]=[CH:15][CH:16]=[CH:17][CH:18]=3)[N:11]=[CH:10][C:9]=2[C:19]2[S:20][CH:21]=[C:22]([CH2:24][C:25]([OH:27])=[O:26])[N:23]=2)=[CH:6][CH:7]=1. (4) Given the reactants [Cl:1][C:2]1[CH:7]=[CH:6][C:5]([N:8]2[C:12]([C:13]([F:16])([F:15])[F:14])=[C:11]([C:17](Cl)=[O:18])[CH:10]=[N:9]2)=[CH:4][CH:3]=1.[F:20][C:21]1[CH:22]=[C:23]([CH2:27][CH2:28][NH2:29])[CH:24]=[CH:25][CH:26]=1.C(N(CC)CC)C, predict the reaction product. The product is: [F:20][C:21]1[CH:22]=[C:23]([CH2:27][CH2:28][NH:29][C:17]([C:11]2[CH:10]=[N:9][N:8]([C:5]3[CH:6]=[CH:7][C:2]([Cl:1])=[CH:3][CH:4]=3)[C:12]=2[C:13]([F:16])([F:15])[F:14])=[O:18])[CH:24]=[CH:25][CH:26]=1. (5) Given the reactants [CH3:1][O:2][C:3]1[CH:8]=[CH:7][CH:6]=[CH:5][C:4]=1B(O)O.Br[C:13]1[CH:14]=[CH:15][C:16]([CH3:38])=[C:17]([NH:19][C:20](=[O:37])[CH2:21][O:22][CH2:23][C:24]([NH:26][C:27]2[CH:35]=[CH:34][C:33]([Cl:36])=[CH:32][C:28]=2[C:29]([OH:31])=[O:30])=[O:25])[CH:18]=1, predict the reaction product. The product is: [Cl:36][C:33]1[CH:34]=[CH:35][C:27]([NH:26][C:24](=[O:25])[CH2:23][O:22][CH2:21][C:20]([NH:19][C:17]2[CH:18]=[C:13]([C:4]3[CH:5]=[CH:6][CH:7]=[CH:8][C:3]=3[O:2][CH3:1])[CH:14]=[CH:15][C:16]=2[CH3:38])=[O:37])=[C:28]([CH:32]=1)[C:29]([OH:31])=[O:30].